From a dataset of Full USPTO retrosynthesis dataset with 1.9M reactions from patents (1976-2016). Predict the reactants needed to synthesize the given product. (1) Given the product [CH2:26]([N:8]([C:5]1[C:4]([CH3:30])=[CH:3][C:2]([C:2]([CH3:3])=[CH2:7])=[CH:7][N:6]=1)[S:9]([C:12]1[CH:13]=[CH:14][C:15]([O:18][CH2:19][CH:15]2[CH2:14][CH2:34][CH2:32][CH2:33][O:18]2)=[CH:16][CH:17]=1)(=[O:11])=[O:10])[CH:27]([CH3:28])[CH3:29], predict the reactants needed to synthesize it. The reactants are: Cl[C:2]1[CH:3]=[C:4]([CH3:30])[C:5]([N:8]([CH2:26][CH:27]([CH3:29])[CH3:28])[S:9]([C:12]2[CH:17]=[CH:16][C:15]([O:18][CH2:19]C3CCOCC3)=[CH:14][CH:13]=2)(=[O:11])=[O:10])=[N:6][CH:7]=1.[B-](F)(F)(F)[C:32]([CH3:34])=[CH2:33].[K+].P([O-])([O-])([O-])=O.[K+].[K+].[K+]. (2) Given the product [C:30]([C:27]1[CH:26]=[CH:25][C:24]([C:21]2[CH:20]=[CH:19][C:18]([O:17][CH2:16][CH2:15][CH2:14][O:13][C:10]3[CH:9]=[CH:8][C:7]([CH2:6][C@H:5]([O:32][CH3:33])[C:4]([OH:34])=[O:3])=[CH:12][CH:11]=3)=[CH:23][CH:22]=2)=[CH:29][CH:28]=1)#[N:31], predict the reactants needed to synthesize it. The reactants are: C([O:3][C:4](=[O:34])[C@@H:5]([O:32][CH3:33])[CH2:6][C:7]1[CH:12]=[CH:11][C:10]([O:13][CH2:14][CH2:15][CH2:16][O:17][C:18]2[CH:23]=[CH:22][C:21]([C:24]3[CH:29]=[CH:28][C:27]([C:30]#[N:31])=[CH:26][CH:25]=3)=[CH:20][CH:19]=2)=[CH:9][CH:8]=1)C.[OH-].[Na+]. (3) Given the product [Cl:37][C:32]1[C:4]([O:3][CH2:1][CH3:2])=[CH:5][C:6]([CH2:7][N:8]2[CH2:13][CH2:12][CH:11]([NH:14][C:15]3[O:16][C:17]4[CH:23]=[CH:22][C:21]([O:24][CH2:25][CH:26]([OH:29])[CH2:27][OH:28])=[CH:20][C:18]=4[N:19]=3)[CH2:10][CH2:9]2)=[CH:30][C:31]=1[O:34][CH2:35][CH3:36], predict the reactants needed to synthesize it. The reactants are: [CH2:1]([O:3][C:4]1[CH:5]=[C:6]([CH:30]=[C:31]([O:34][CH2:35][CH3:36])[C:32]=1F)[CH2:7][N:8]1[CH2:13][CH2:12][CH:11]([NH:14][C:15]2[O:16][C:17]3[CH:23]=[CH:22][C:21]([O:24][CH2:25][CH:26]([OH:29])[CH2:27][OH:28])=[CH:20][C:18]=3[N:19]=2)[CH2:10][CH2:9]1)[CH3:2].[Cl:37]C1C(OCC)=CC(C=O)=CC=1OCC.C([BH3-])#N.[Na+].C(N(C(C)C)C(C)C)C. (4) Given the product [NH2:1][C:2]1[C:3]([C:13]([OH:14])=[O:16])=[N:4][C:5]([Cl:9])=[CH:6][C:7]=1[Cl:8], predict the reactants needed to synthesize it. The reactants are: [NH2:1][C:2]1[C:3](C#N)=[N:4][C:5]([Cl:9])=[CH:6][C:7]=1[Cl:8].O.[C:13](=[O:16])(O)[O-:14].[Na+]. (5) The reactants are: I[C:2]1[CH:3]=[C:4]([N:8]2[C:16]3[C:11](=[CH:12][CH:13]=[CH:14][CH:15]=3)[C:10]([C:17]([NH2:19])=[O:18])=[N:9]2)[CH:5]=[CH:6][CH:7]=1.[S:20]1[CH:24]=[CH:23][N:22]=[C:21]1[C@:25]([OH:29])([C:27]#[CH:28])[CH3:26]. Given the product [OH:29][C@:25]([C:21]1[S:20][CH:24]=[CH:23][N:22]=1)([CH3:26])[C:27]#[C:28][C:2]1[CH:3]=[C:4]([N:8]2[C:16]3[C:11](=[CH:12][CH:13]=[CH:14][CH:15]=3)[C:10]([C:17]([NH2:19])=[O:18])=[N:9]2)[CH:5]=[CH:6][CH:7]=1, predict the reactants needed to synthesize it. (6) Given the product [CH3:57][O:37][C:35](=[O:36])[C:34]1[CH:33]=[CH:32][C:31]([N:30]2[C:28](=[O:29])[C@H:9]3[C@H:8]([C:4]4[CH:5]=[CH:6][CH:7]=[C:2]([Cl:1])[C:3]=4[F:45])[C@:12]([C:15]4[CH:20]=[CH:19][C:18]([Cl:21])=[CH:17][C:16]=4[F:22])([C:13]#[N:14])[C@H:11]([CH2:23][C:24]([CH3:25])([CH3:27])[CH3:26])[N:10]3[C@@H:55]2[CH2:54][OH:53])=[CH:39][CH:38]=1, predict the reactants needed to synthesize it. The reactants are: [Cl:1][C:2]1[C:3]([F:45])=[C:4]([C@@H:8]2[C@:12]([C:15]3[CH:20]=[CH:19][C:18]([Cl:21])=[CH:17][C:16]=3[F:22])([C:13]#[N:14])[C@H:11]([CH2:23][C:24]([CH3:27])([CH3:26])[CH3:25])[NH:10][C@H:9]2[C:28]([NH:30][C:31]2[CH:39]=[CH:38][C:34]([C:35]([OH:37])=[O:36])=[CH:33][C:32]=2OC(F)(F)F)=[O:29])[CH:5]=[CH:6][CH:7]=1.[Si]([O:53][CH2:54][CH:55]=O)(C(C)(C)C)(C)C.[CH3:57]C(O)=O. (7) Given the product [Cl:23][C:11]1[CH:12]=[CH:13][C:14]([C:15]([O:17][CH2:18][CH3:19])=[O:16])=[C:9]([C:3]2[CH:4]=[CH:5][C:6]([F:8])=[CH:7][C:2]=2[F:1])[N:10]=1, predict the reactants needed to synthesize it. The reactants are: [F:1][C:2]1[CH:7]=[C:6]([F:8])[CH:5]=[CH:4][C:3]=1[C:9]1[C:14]([C:15]([O:17][CH2:18][CH3:19])=[O:16])=[CH:13][CH:12]=[CH:11][N+:10]=1[O-].P(Cl)(Cl)([Cl:23])=O. (8) The reactants are: [NH2:1][CH2:2][C@H:3]([OH:5])[CH3:4].[O:6]=[C:7]1[CH:12]=[CH:11][C:10]([C:13]([O:15][CH3:16])=[O:14])=[CH:9]O1. Given the product [OH:5][C@H:3]([CH3:4])[CH2:2][N:1]1[C:7](=[O:6])[CH:12]=[CH:11][C:10]([C:13]([O:15][CH3:16])=[O:14])=[CH:9]1, predict the reactants needed to synthesize it. (9) Given the product [I:10][C:9]1[C:5]2[CH:4]=[N:3][CH:2]=[N:1][C:6]=2[NH:7][CH:8]=1, predict the reactants needed to synthesize it. The reactants are: [N:1]1[C:6]2[NH:7][CH:8]=[CH:9][C:5]=2[CH:4]=[N:3][CH:2]=1.[I:10]N1C(=O)CCC1=O.C(#N)C.